Dataset: Experimentally validated miRNA-target interactions with 360,000+ pairs, plus equal number of negative samples. Task: Binary Classification. Given a miRNA mature sequence and a target amino acid sequence, predict their likelihood of interaction. (1) The miRNA is hsa-miR-5010-5p with sequence AGGGGGAUGGCAGAGCAAAAUU. The protein sequence of the target gene is MAEAGPQAPPPPGTPSRHEKSLGLLTTKFVSLLQEAKDGVLDLKLAADTLAVRQKRRIYDITNVLEGIGLIEKKSKNSIQWKGVGPGCNTREIADKLIELKAEIEELQQREQELDQHKVWVQQSIRNVTEDVQNSCLAYVTHEDICRCFAGDTLLAIRAPSGTSLEVPIPEGLNGQKKYQIHLKSVSGPIEVLLVNKEAWSSPPVAVPVPPPEDLLQSPSAVSTPPPLPKPALAQSQEASRPNSPQLTPTAVPGSAEVQGMAGPAAEITVSGGPGTDSKDSGELSSLPLGPTTLDTRPLQ.... Result: 1 (interaction). (2) The miRNA is hsa-miR-3658 with sequence UUUAAGAAAACACCAUGGAGAU. The protein sequence of the target gene is MSLLLLLLLVSYYVGTLGTHTEIKRVAEEKVTLPCHHQLGLPEKDTLDIEWLLTDNEGNQKVVITYSSRHVYNNLTEEQKGRVAFASNFLAGDASLQIEPLKPSDEGRYTCKVKNSGRYVWSHVILKVLVRPSKPKCELEGELTEGSDLTLQCESSSGTEPIVYYWQRIREKEGEDERLPPKSRIDYNHPGRVLLQNLTMSYSGLYQCTAGNEAGKESCVVRVTVQYVQSIGMVAGAVTGIVAGALLIFLLVWLLIRRKDKERYEEEERPNEIREDAEAPKARLVKPSSSSSGSRSSRSG.... Result: 0 (no interaction). (3) The miRNA is hsa-miR-1-3p with sequence UGGAAUGUAAAGAAGUAUGUAU. The protein sequence of the target gene is MPGKLLWGDIMELEAPLEESESQKKERQKSDRRKSRHHYDSDEKSETRENGVTDDLDAPKAKKSKMKEKLNGDTEEGFNRLSDEFSKSHKSRRKDLPNGDIDEYEKKSKRVSSLDTSTHKSSDNKLEETLTREQKEGAFSNFPISEETIKLLKGRGVTYLFPIQVKTFGPVYEGKDLIAQARTGTGKTFSFAIPLIERLQRNQETIKKSRSPKVLVLAPTRELANQVAKDFKDITRKLSVACFYGGTSYQSQINHIRNGIDILVGTPGRIKDHLQSGRLDLSKLRHVVLDEVDQMLDLGF.... Result: 1 (interaction).